This data is from Reaction yield outcomes from USPTO patents with 853,638 reactions. The task is: Predict the reaction yield, written as a fraction of the theoretical maximum amount of product (1.0 means a 100% yield; for example, 0.34 means a 34% yield). (1) The reactants are [NH2:1][C:2]1[CH:10]=[C:9]2[C:5]([C:6]([C:30]3[CH:35]=[CH:34][N:33]=[C:32]([CH3:36])[CH:31]=3)=[N:7][N:8]2[C:11]([C:24]2[CH:29]=[CH:28][CH:27]=[CH:26][CH:25]=2)([C:18]2[CH:23]=[CH:22][CH:21]=[CH:20][CH:19]=2)[C:12]2[CH:17]=[CH:16][CH:15]=[CH:14][CH:13]=2)=[CH:4][C:3]=1[CH:37]=[O:38].[C:39]1([CH:45]([CH3:50])[CH2:46][C:47](Cl)=[O:48])[CH:44]=[CH:43][CH:42]=[CH:41][CH:40]=1. The catalyst is C(Cl)Cl. The product is [CH:37]([C:3]1[CH:4]=[C:5]2[C:9](=[CH:10][C:2]=1[NH:1][C:47](=[O:48])[CH2:46][CH:45]([C:39]1[CH:44]=[CH:43][CH:42]=[CH:41][CH:40]=1)[CH3:50])[N:8]([C:11]([C:18]1[CH:19]=[CH:20][CH:21]=[CH:22][CH:23]=1)([C:24]1[CH:29]=[CH:28][CH:27]=[CH:26][CH:25]=1)[C:12]1[CH:13]=[CH:14][CH:15]=[CH:16][CH:17]=1)[N:7]=[C:6]2[C:30]1[CH:35]=[CH:34][N:33]=[C:32]([CH3:36])[CH:31]=1)=[O:38]. The yield is 0.950. (2) The reactants are [CH3:1][N:2]([CH2:13][CH:14]1[CH2:18][CH2:17][N:16]([CH3:19])[CH2:15]1)[C:3]1[O:4][C:5]2[CH:11]=[CH:10][C:9]([NH2:12])=[CH:8][C:6]=2[N:7]=1.[F:20][C:21]([F:34])([F:33])[C:22]1[CH:27]=[CH:26][C:25]([CH:28]=[CH:29][C:30](O)=[O:31])=[CH:24][CH:23]=1.CN(C(ON1N=NC2C=CC=NC1=2)=[N+](C)C)C.F[P-](F)(F)(F)(F)F. The catalyst is C(Cl)Cl. The product is [CH3:1][N:2]([CH2:13][CH:14]1[CH2:18][CH2:17][N:16]([CH3:19])[CH2:15]1)[C:3]1[O:4][C:5]2[CH:11]=[CH:10][C:9]([NH:12][C:30](=[O:31])[CH:29]=[CH:28][C:25]3[CH:24]=[CH:23][C:22]([C:21]([F:33])([F:34])[F:20])=[CH:27][CH:26]=3)=[CH:8][C:6]=2[N:7]=1. The yield is 0.570. (3) The reactants are [Cl:1][C:2]1[CH:10]=[CH:9][C:8]2[N:7]([CH2:11][C:12]([OH:14])=[O:13])[C:6]3[CH2:15][CH2:16][N:17]([CH3:19])[CH2:18][C:5]=3[C:4]=2[CH:3]=1.[CH:20]1([CH2:26]O)[CH2:25][CH2:24][CH2:23][CH2:22][CH2:21]1.C1(N=C=NC2CCCCC2)CCCCC1. The product is [Cl:1][C:2]1[CH:10]=[CH:9][C:8]2[N:7]([CH2:11][C:12]([O:14][CH2:26][CH:20]3[CH2:25][CH2:24][CH2:23][CH2:22][CH2:21]3)=[O:13])[C:6]3[CH2:15][CH2:16][N:17]([CH3:19])[CH2:18][C:5]=3[C:4]=2[CH:3]=1. The catalyst is ClCCl.CN(C)C1C=CN=CC=1. The yield is 0.113. (4) The reactants are [H-].[Al+3].[Li+].[H-].[H-].[H-].[Cl:7][C:8]1[CH:13]=[CH:12][C:11]([CH:14]([NH:18][C:19](=[O:25])[O:20][C:21]([CH3:24])([CH3:23])[CH3:22])[CH2:15][C:16]#[N:17])=[CH:10][CH:9]=1. The catalyst is C1COCC1. The product is [NH2:17][CH2:16][CH2:15][CH:14]([NH:18][C:19](=[O:25])[O:20][C:21]([CH3:23])([CH3:22])[CH3:24])[C:11]1[CH:10]=[CH:9][C:8]([Cl:7])=[CH:13][CH:12]=1. The yield is 1.00. (5) The reactants are [NH2:1][C@H:2]([C:7]1[CH:12]=[CH:11][C:10]([O:13][CH3:14])=[C:9]([O:15][CH3:16])[CH:8]=1)[CH2:3][C:4]([OH:6])=[O:5].[C:17]([OH:20])(=O)[CH3:18]. No catalyst specified. The product is [CH3:16][O:15][C:9]1[CH:8]=[C:7]([C@@H:2]([N:1]2[CH2:9][C:8]3[C:18](=[CH:4][CH:3]=[CH:2][CH:7]=3)[C:17]2=[O:20])[CH2:3][C:4]([OH:6])=[O:5])[CH:12]=[CH:11][C:10]=1[O:13][CH3:14]. The yield is 0.840. (6) The reactants are [CH3:1][O:2][C:3]1[N:8]=[C:7]2[CH:9]=[N:10][NH:11][C:6]2=[CH:5][CH:4]=1.[OH-].[K+].[I:14]I. The catalyst is CN(C)C=O. The product is [I:14][C:9]1[C:7]2=[N:8][C:3]([O:2][CH3:1])=[CH:4][CH:5]=[C:6]2[NH:11][N:10]=1. The yield is 0.950.